From a dataset of hERG potassium channel inhibition data for cardiac toxicity prediction from Karim et al.. Regression/Classification. Given a drug SMILES string, predict its toxicity properties. Task type varies by dataset: regression for continuous values (e.g., LD50, hERG inhibition percentage) or binary classification for toxic/non-toxic outcomes (e.g., AMES mutagenicity, cardiotoxicity, hepatotoxicity). Dataset: herg_karim. The molecule is COc1ccc2c(c1)OC(c1ccc(OCCCN3CCCC3)cc1)C(C)S2(=O)=O. The result is 1 (blocker).